From a dataset of Full USPTO retrosynthesis dataset with 1.9M reactions from patents (1976-2016). Predict the reactants needed to synthesize the given product. Given the product [Br:6][C:7]1[CH:8]=[C:9]2[C:14](=[CH:15][CH:16]=1)[N:13]=[C:12]([CH3:17])[CH:11]=[C:10]2[Cl:3], predict the reactants needed to synthesize it. The reactants are: O=P(Cl)(Cl)[Cl:3].[Br:6][C:7]1[CH:8]=[C:9]2[C:14](=[CH:15][CH:16]=1)[N:13]=[C:12]([CH3:17])[CH:11]=[C:10]2O.